This data is from Catalyst prediction with 721,799 reactions and 888 catalyst types from USPTO. The task is: Predict which catalyst facilitates the given reaction. (1) Reactant: C1N=CN([C:6](N2C=NC=C2)=[O:7])C=1.[NH2:13][C:14]1[C:19]([CH2:20][NH:21][CH2:22][C:23]([O:25][CH2:26][CH3:27])=[O:24])=[CH:18][C:17]([Br:28])=[CH:16][N:15]=1. Product: [Br:28][C:17]1[CH:16]=[N:15][C:14]2[NH:13][C:6](=[O:7])[N:21]([CH2:22][C:23]([O:25][CH2:26][CH3:27])=[O:24])[CH2:20][C:19]=2[CH:18]=1. The catalyst class is: 12. (2) Reactant: [Br:1][C:2]1[CH:7]=[CH:6][C:5]([CH:8]([CH2:11][CH2:12][CH:13]=[CH2:14])[CH2:9][OH:10])=[CH:4][CH:3]=1.[C:15]([O:19][CH2:20][C:21]1[CH:26]=[CH:25][CH:24]=[CH:23][CH:22]=1)(=[O:18])C=C. Product: [Br:1][C:2]1[CH:3]=[CH:4][C:5]([CH:8]([CH2:9][OH:10])[CH2:11][CH2:12][CH:13]=[CH:14][C:15]([O:19][CH2:20][C:21]2[CH:26]=[CH:25][CH:24]=[CH:23][CH:22]=2)=[O:18])=[CH:6][CH:7]=1. The catalyst class is: 2. (3) Reactant: [NH2:1][C:2]1[CH:3]=[C:4]([CH:8]=[CH:9][C:10]=1[C:11]([O:13]C)=[O:12])[C:5]([OH:7])=[O:6].O[Li].O. Product: [NH2:1][C:2]1[CH:3]=[C:4]([C:5]([OH:7])=[O:6])[CH:8]=[CH:9][C:10]=1[C:11]([OH:13])=[O:12]. The catalyst class is: 87. (4) Reactant: [H-].[Na+].[CH3:3][C:4]1([CH3:12])[O:8][CH:7]([CH2:9][CH2:10][OH:11])[CH2:6][O:5]1.S(O[CH2:18][CH2:19][O:20][CH2:21][CH2:22][O:23][CH3:24])(=O)(=O)C.C(=O)(O)[O-].[Na+].C(N(CC)CC)C.C1(=O)OC(=O)CC1. Product: [CH3:24][O:23][CH2:22][CH2:21][O:20][CH2:19][CH2:18][O:11][CH2:10][CH2:9][CH:7]1[CH2:6][O:5][C:4]([CH3:12])([CH3:3])[O:8]1. The catalyst class is: 266. (5) Reactant: [Br:1][C:2]1[CH:7]=[CH:6][C:5]([CH2:8][C:9]#N)=[C:4]([F:11])[CH:3]=1.BrC1C=CC(C[C:20](N)=[O:21])=C(F)C=1.S(=O)(=O)(O)[OH:25]. Product: [Br:1][C:2]1[CH:7]=[CH:6][C:5]([CH2:8][C:9]([O:21][CH3:20])=[O:25])=[C:4]([F:11])[CH:3]=1. The catalyst class is: 24.